This data is from NCI-60 drug combinations with 297,098 pairs across 59 cell lines. The task is: Regression. Given two drug SMILES strings and cell line genomic features, predict the synergy score measuring deviation from expected non-interaction effect. (1) Drug 1: CCC1=CC2CC(C3=C(CN(C2)C1)C4=CC=CC=C4N3)(C5=C(C=C6C(=C5)C78CCN9C7C(C=CC9)(C(C(C8N6C)(C(=O)OC)O)OC(=O)C)CC)OC)C(=O)OC.C(C(C(=O)O)O)(C(=O)O)O. Drug 2: C1CC(C1)(C(=O)O)C(=O)O.[NH2-].[NH2-].[Pt+2]. Cell line: BT-549. Synergy scores: CSS=53.2, Synergy_ZIP=-8.01, Synergy_Bliss=-3.23, Synergy_Loewe=-25.8, Synergy_HSA=-1.13. (2) Drug 1: CN1CCC(CC1)COC2=C(C=C3C(=C2)N=CN=C3NC4=C(C=C(C=C4)Br)F)OC. Drug 2: CC1=C(C(CCC1)(C)C)C=CC(=CC=CC(=CC(=O)O)C)C. Cell line: ACHN. Synergy scores: CSS=25.5, Synergy_ZIP=-1.03, Synergy_Bliss=3.61, Synergy_Loewe=7.88, Synergy_HSA=8.39. (3) Drug 1: C1C(C(OC1N2C=NC3=C2NC=NCC3O)CO)O. Drug 2: CC1C(C(CC(O1)OC2CC(CC3=C2C(=C4C(=C3O)C(=O)C5=CC=CC=C5C4=O)O)(C(=O)C)O)N)O. Cell line: BT-549. Synergy scores: CSS=34.7, Synergy_ZIP=2.25, Synergy_Bliss=0.712, Synergy_Loewe=-43.3, Synergy_HSA=0.504. (4) Drug 1: CC12CCC(CC1=CCC3C2CCC4(C3CC=C4C5=CN=CC=C5)C)O. Drug 2: COC1=C(C=C2C(=C1)N=CN=C2NC3=CC(=C(C=C3)F)Cl)OCCCN4CCOCC4. Cell line: HCT-15. Synergy scores: CSS=70.6, Synergy_ZIP=12.3, Synergy_Bliss=19.5, Synergy_Loewe=14.8, Synergy_HSA=19.5. (5) Drug 1: CCN(CC)CCNC(=O)C1=C(NC(=C1C)C=C2C3=C(C=CC(=C3)F)NC2=O)C. Drug 2: COC1=C2C(=CC3=C1OC=C3)C=CC(=O)O2. Cell line: SNB-75. Synergy scores: CSS=1.98, Synergy_ZIP=0.831, Synergy_Bliss=3.01, Synergy_Loewe=2.95, Synergy_HSA=1.33. (6) Drug 1: C1=NC2=C(N1)C(=S)N=C(N2)N. Drug 2: CN(C(=O)NC(C=O)C(C(C(CO)O)O)O)N=O. Cell line: NCI-H460. Synergy scores: CSS=33.9, Synergy_ZIP=-0.597, Synergy_Bliss=-2.12, Synergy_Loewe=-40.7, Synergy_HSA=-2.24. (7) Drug 2: CCC1(C2=C(COC1=O)C(=O)N3CC4=CC5=C(C=CC(=C5CN(C)C)O)N=C4C3=C2)O.Cl. Drug 1: C1CCC(C(C1)N)N.C(=O)(C(=O)[O-])[O-].[Pt+4]. Cell line: OVCAR-8. Synergy scores: CSS=42.5, Synergy_ZIP=-5.83, Synergy_Bliss=-4.99, Synergy_Loewe=-15.0, Synergy_HSA=-0.657. (8) Drug 1: C1=C(C(=O)NC(=O)N1)F. Drug 2: C1=CN(C(=O)N=C1N)C2C(C(C(O2)CO)O)O.Cl. Cell line: OVCAR3. Synergy scores: CSS=68.9, Synergy_ZIP=-3.86, Synergy_Bliss=-3.76, Synergy_Loewe=-1.09, Synergy_HSA=2.28. (9) Drug 1: C1=CN(C(=O)N=C1N)C2C(C(C(O2)CO)O)O.Cl. Drug 2: CC1=C2C(C(=O)C3(C(CC4C(C3C(C(C2(C)C)(CC1OC(=O)C(C(C5=CC=CC=C5)NC(=O)OC(C)(C)C)O)O)OC(=O)C6=CC=CC=C6)(CO4)OC(=O)C)O)C)O. Cell line: MDA-MB-231. Synergy scores: CSS=21.3, Synergy_ZIP=-1.99, Synergy_Bliss=5.20, Synergy_Loewe=4.61, Synergy_HSA=5.70.